This data is from Forward reaction prediction with 1.9M reactions from USPTO patents (1976-2016). The task is: Predict the product of the given reaction. (1) Given the reactants [CH3:1][C:2]1[C:19]([S:20][CH3:21])=[C:18]([C:22]([F:28])([F:27])[C:23]([F:26])([F:25])[F:24])[CH:17]=[CH:16][C:3]=1[C:4]([O:6][C:7]1[CH:8]2[CH2:15][CH:11]([C:12](=[O:14])[CH:13]=1)[CH2:10][CH2:9]2)=[O:5].ClC1C=CC=C(C(OO)=[O:37])C=1, predict the reaction product. The product is: [CH3:1][C:2]1[C:19]([S:20]([CH3:21])=[O:37])=[C:18]([C:22]([F:28])([F:27])[C:23]([F:25])([F:26])[F:24])[CH:17]=[CH:16][C:3]=1[C:4]([O:6][C:7]1[CH:8]2[CH2:15][CH:11]([C:12](=[O:14])[CH:13]=1)[CH2:10][CH2:9]2)=[O:5]. (2) Given the reactants [Br:1][C:2]1[CH:3]=[C:4]2[C:9](=[CH:10][CH:11]=1)[O:8][C:7]([CH3:13])([CH3:12])[CH2:6][C:5]2([CH3:15])[CH3:14].[CH2:16]([O:18]CC)C, predict the reaction product. The product is: [Br:1][C:2]1[CH:3]=[C:4]2[C:9](=[C:10]([CH:16]=[O:18])[CH:11]=1)[O:8][C:7]([CH3:13])([CH3:12])[CH2:6][C:5]2([CH3:15])[CH3:14]. (3) The product is: [Cl:17][C:18]1[C:27]2[C:22](=[CH:23][CH:24]=[CH:25][CH:26]=2)[C:21]([O:1][C@@H:2]2[C@@H:9]3[C@@H:5]([CH2:6][N:7]([C:10]([O:12][C:13]([CH3:16])([CH3:15])[CH3:14])=[O:11])[CH2:8]3)[CH2:4][CH2:3]2)=[CH:20][CH:19]=1. Given the reactants [OH:1][C@H:2]1[C@@H:9]2[C@@H:5]([CH2:6][N:7]([C:10]([O:12][C:13]([CH3:16])([CH3:15])[CH3:14])=[O:11])[CH2:8]2)[CH2:4][CH2:3]1.[Cl:17][C:18]1[C:27]2[C:22](=[CH:23][CH:24]=[CH:25][CH:26]=2)[C:21](O)=[CH:20][CH:19]=1.N(C(OC(C)C)=O)=NC(OC(C)C)=O.C1(P(C2C=CC=CC=2)C2C=CC=CC=2)C=CC=CC=1, predict the reaction product. (4) Given the reactants [C:1]([O:5][C:6](=[O:20])[NH:7][CH2:8][CH:9]([S:12][CH2:13][C:14]1[CH:19]=[CH:18][CH:17]=[CH:16][CH:15]=1)[CH:10]=O)([CH3:4])([CH3:3])[CH3:2].[NH:21]1[CH2:26][CH2:25][S:24][CH2:23][CH2:22]1.C(O[BH-](OC(=O)C)OC(=O)C)(=O)C.[Na+].C(=O)([O-])O.[Na+], predict the reaction product. The product is: [C:1]([O:5][C:6](=[O:20])[NH:7][CH2:8][CH:9]([S:12][CH2:13][C:14]1[CH:19]=[CH:18][CH:17]=[CH:16][CH:15]=1)[CH2:10][N:21]1[CH2:26][CH2:25][S:24][CH2:23][CH2:22]1)([CH3:4])([CH3:3])[CH3:2]. (5) Given the reactants [F:1][C:2]1[CH:7]=[CH:6][C:5]([F:8])=[CH:4][C:3]=1[C:9](=O)[CH3:10].[NH2:12][C:13]([NH2:15])=[S:14], predict the reaction product. The product is: [NH2:15][C:13]1[S:14][CH:10]=[C:9]([C:3]2[CH:4]=[C:5]([F:8])[CH:6]=[CH:7][C:2]=2[F:1])[N:12]=1. (6) Given the reactants Cl[C:2]1[N:3]=[C:4]([N:17]2[CH2:22][CH2:21][O:20][CH2:19][CH2:18]2)[C:5]2[CH:6]=[C:7]3[N:12]([C:13]=2[N:14]=1)[CH2:11][CH2:10][O:9][C:8]3([CH3:16])[CH3:15].CC1(C)C(C)(C)OB([C:31]2[CH:32]=[N:33][C:34]([NH2:37])=[N:35][CH:36]=2)O1.C(=O)([O-])[O-].[Na+].[Na+], predict the reaction product. The product is: [CH3:15][C:8]1([CH3:16])[C:7]2[N:12]([C:13]3[N:14]=[C:2]([C:31]4[CH:32]=[N:33][C:34]([NH2:37])=[N:35][CH:36]=4)[N:3]=[C:4]([N:17]4[CH2:22][CH2:21][O:20][CH2:19][CH2:18]4)[C:5]=3[CH:6]=2)[CH2:11][CH2:10][O:9]1.